From a dataset of Forward reaction prediction with 1.9M reactions from USPTO patents (1976-2016). Predict the product of the given reaction. Given the reactants Cl.Cl.Cl.Cl.Cl.[Cl:6][C:7]1[N:12]=[C:11]([N:13]2[CH2:17][CH2:16][CH:15]([N:18]([CH3:20])[CH3:19])[C:14]2([CH3:22])[CH3:21])[C:10]([F:23])=[C:9]([NH:24][NH2:25])[N:8]=1.[CH:26]1([CH2:31][C@H:32]([CH2:36][N:37]([CH:46]=[O:47])[O:38][CH2:39][C:40]2[CH:45]=[CH:44][CH:43]=[CH:42][CH:41]=2)[C:33](O)=[O:34])[CH2:30][CH2:29][CH2:28][CH2:27]1.CN1CCOCC1.ON1C2N=CC=CC=2N=N1.C(Cl)CCl, predict the reaction product. The product is: [Cl:6][C:7]1[N:8]=[C:9]([NH:24][NH:25][C:33](=[O:34])[C@H:32]([CH2:31][CH:26]2[CH2:27][CH2:28][CH2:29][CH2:30]2)[CH2:36][N:37]([O:38][CH2:39][C:40]2[CH:41]=[CH:42][CH:43]=[CH:44][CH:45]=2)[CH:46]=[O:47])[C:10]([F:23])=[C:11]([N:13]2[CH2:17][CH2:16][CH:15]([N:18]([CH3:20])[CH3:19])[C:14]2([CH3:21])[CH3:22])[N:12]=1.